This data is from Human liver microsome stability data. The task is: Regression/Classification. Given a drug SMILES string, predict its absorption, distribution, metabolism, or excretion properties. Task type varies by dataset: regression for continuous measurements (e.g., permeability, clearance, half-life) or binary classification for categorical outcomes (e.g., BBB penetration, CYP inhibition). Dataset: hlm. The compound is Cc1ccsc1-c1ccc(F)nc1. The result is 0 (unstable in human liver microsomes).